Predict the reactants needed to synthesize the given product. From a dataset of Full USPTO retrosynthesis dataset with 1.9M reactions from patents (1976-2016). (1) Given the product [NH2:11][C:8]1[CH:9]=[C:10]2[C:2]([Br:1])=[C:3]([S:15]([C:18]3[CH:23]=[C:22]([F:24])[CH:21]=[C:20]([C:25]#[N:26])[CH:19]=3)(=[O:16])=[O:17])[S:4][C:5]2=[N:6][CH:7]=1, predict the reactants needed to synthesize it. The reactants are: [Br:1][C:2]1[C:10]2[C:5](=[N+:6]([O-])[CH:7]=[C:8]([N+:11]([O-])=O)[CH:9]=2)[S:4][C:3]=1[S:15]([C:18]1[CH:23]=[C:22]([F:24])[CH:21]=[C:20]([C:25]#[N:26])[CH:19]=1)(=[O:17])=[O:16].C(Cl)(Cl)Cl. (2) Given the product [ClH:27].[ClH:27].[ClH:27].[CH3:42][O:41][C:39]1[CH:40]=[C:35]([C:31]2[CH:30]=[C:29]([CH2:28][N:24]3[CH2:23][CH2:22][CH:21]([O:20][CH2:19][C:17]4[CH:16]=[CH:15][N:14]=[C:13]([C:5]5[CH:4]=[C:3]([O:2][CH3:1])[C:8]([O:9][CH3:10])=[C:7]([O:11][CH3:12])[CH:6]=5)[CH:18]=4)[CH2:26][CH2:25]3)[CH:34]=[CH:33][N:32]=2)[CH:36]=[C:37]([O:45][CH3:46])[C:38]=1[O:43][CH3:44], predict the reactants needed to synthesize it. The reactants are: [CH3:1][O:2][C:3]1[CH:4]=[C:5]([C:13]2[CH:18]=[C:17]([CH2:19][O:20][CH:21]3[CH2:26][CH2:25][NH:24][CH2:23][CH2:22]3)[CH:16]=[CH:15][N:14]=2)[CH:6]=[C:7]([O:11][CH3:12])[C:8]=1[O:9][CH3:10].[Cl:27][CH2:28][C:29]1[CH:34]=[CH:33][N:32]=[C:31]([C:35]2[CH:40]=[C:39]([O:41][CH3:42])[C:38]([O:43][CH3:44])=[C:37]([O:45][CH3:46])[CH:36]=2)[CH:30]=1.C(=O)([O-])[O-].[K+].[K+].[I-].[K+]. (3) The reactants are: [CH2:1]([OH:5])[CH2:2][CH:3]=[CH2:4].Cl[CH2:7][C:8]1[CH:9]=[C:10]([CH:14]=[CH:15][CH:16]=1)[C:11]([OH:13])=[O:12].[H-].[Na+].CC(=C)COCC1C=C(C=CC=1)C(O)=O. Given the product [CH2:1]([O:5][CH2:7][C:8]1[CH:9]=[C:10]([CH:14]=[CH:15][CH:16]=1)[C:11]([OH:13])=[O:12])[CH2:2][CH:3]=[CH2:4], predict the reactants needed to synthesize it. (4) Given the product [OH:1][C@H:2]1[C@H:6]([CH2:7][OH:8])[CH2:5][N:4]([C:9]2[C:28]([C:39]3[S:43][CH:42]=[N:41][CH:40]=3)=[CH:27][C:12]([C:13]([NH:15][C:16]3[CH:21]=[CH:20][C:19]([O:22][C:23]([F:26])([F:24])[F:25])=[CH:18][CH:17]=3)=[O:14])=[CH:11][N:10]=2)[CH2:3]1, predict the reactants needed to synthesize it. The reactants are: [OH:1][C@@H:2]1[C@@H:6]([CH2:7][OH:8])[CH2:5][N:4]([C:9]2[C:28](B3OC(C)(C)C(C)(C)O3)=[CH:27][C:12]([C:13]([NH:15][C:16]3[CH:21]=[CH:20][C:19]([O:22][C:23]([F:26])([F:25])[F:24])=[CH:18][CH:17]=3)=[O:14])=[CH:11][N:10]=2)[CH2:3]1.Br[C:39]1[S:43][CH:42]=[N:41][CH:40]=1.[O-]P([O-])([O-])=O.[K+].[K+].[K+]. (5) Given the product [CH3:1][CH:2]([O:3][C:6]([CH3:5])=[O:7])[CH2:4][O:11][CH3:10].[Zr:34].[Ti:17], predict the reactants needed to synthesize it. The reactants are: [CH3:1][CH:2]([CH3:4])[O-:3].[CH3:5][CH:6](C)[O-:7].C[CH:10](C)[O-:11].CC(C)[O-].[Ti+4:17].CC(C)[O-].CC(C)[O-].CC(C)[O-].CC(C)[O-].[Zr+4:34].C(CC(=O)C)(=O)C.CC(OC(C)=O)COC. (6) Given the product [CH:46]1([C:44]([NH:43][C:41]2[N:42]=[C:37]3[CH:36]=[CH:35][C:34]([O:33][C:32]4[CH:49]=[CH:50][C:29]([NH:28][C:16]([N:10]5[CH2:11][CH2:12][CH:13]([CH3:14])[N:8]([C:5]6[CH:4]=[CH:3][C:2]([F:1])=[CH:7][CH:6]=6)[C:9]5=[O:15])=[O:17])=[CH:30][C:31]=4[F:51])=[CH:39][N:38]3[CH:40]=2)=[O:45])[CH2:48][CH2:47]1, predict the reactants needed to synthesize it. The reactants are: [F:1][C:2]1[CH:7]=[CH:6][C:5]([N:8]2[CH:13]([CH3:14])[CH2:12][CH2:11][NH:10][C:9]2=[O:15])=[CH:4][CH:3]=1.[C:16](=O)(OC(Cl)(Cl)Cl)[O:17]C(Cl)(Cl)Cl.[NH2:28][C:29]1[CH:50]=[CH:49][C:32]([O:33][C:34]2[CH:35]=[CH:36][C:37]3[N:38]([CH:40]=[C:41]([NH:43][C:44]([CH:46]4[CH2:48][CH2:47]4)=[O:45])[N:42]=3)[CH:39]=2)=[C:31]([F:51])[CH:30]=1.C(N(CC)C(C)C)(C)C.C(=O)([O-])O.[Na+]. (7) Given the product [CH2:12]([O:11][C:3](=[O:10])[CH:4]([C:16](=[N:17][C:18]1[CH:23]=[CH:22][CH:21]=[CH:20][CH:19]=1)[C:15]([F:14])([F:25])[F:26])[C:5]([O:7][CH2:8][CH3:9])=[O:6])[CH3:13], predict the reactants needed to synthesize it. The reactants are: [H-].[Na+].[C:3]([O:11][CH2:12][CH3:13])(=[O:10])[CH2:4][C:5]([O:7][CH2:8][CH3:9])=[O:6].[F:14][C:15]([F:26])([F:25])[C:16](Cl)=[N:17][C:18]1[CH:23]=[CH:22][CH:21]=[CH:20][CH:19]=1. (8) Given the product [F:16][C:17]1[CH:18]=[CH:19][C:20]([S:23]([C:26]2[C:3]([CH3:4])=[CH:2][N:28]3[C:27]=2[CH:32]=[CH:31][CH:30]=[CH:29]3)(=[O:25])=[O:24])=[CH:21][CH:22]=1, predict the reactants needed to synthesize it. The reactants are: Br[CH2:2][C:3](OC)(OC)[CH3:4].Cl.C(=O)([O-])[O-].[K+].[K+].[F:16][C:17]1[CH:22]=[CH:21][C:20]([S:23]([CH2:26][C:27]2[CH:32]=[CH:31][CH:30]=[CH:29][N:28]=2)(=[O:25])=[O:24])=[CH:19][CH:18]=1.